Dataset: Choline transporter screen with 302,306 compounds. Task: Binary Classification. Given a drug SMILES string, predict its activity (active/inactive) in a high-throughput screening assay against a specified biological target. (1) The compound is O(c1c(OC)cc(cc1)/C=N\NC(=O)c1cccnc1)C(=O)c1ccc([N+]([O-])=O)cc1. The result is 0 (inactive). (2) The compound is OC(Cn1c2c(n(c1=N)Cc1ccc(cc1)C)cccc2)COc1ccccc1. The result is 1 (active).